Dataset: hERG potassium channel inhibition data for cardiac toxicity prediction from Karim et al.. Task: Regression/Classification. Given a drug SMILES string, predict its toxicity properties. Task type varies by dataset: regression for continuous values (e.g., LD50, hERG inhibition percentage) or binary classification for toxic/non-toxic outcomes (e.g., AMES mutagenicity, cardiotoxicity, hepatotoxicity). Dataset: herg_karim. The compound is C[C@@H]1CN(c2nc(C(F)(F)F)no2)CCN1c1ncc(OCc2ccc(S(C)(=O)=O)cc2F)cn1. The result is 1 (blocker).